Dataset: Forward reaction prediction with 1.9M reactions from USPTO patents (1976-2016). Task: Predict the product of the given reaction. (1) Given the reactants [C:1]1([C@H:7]2[C@@H:11]([C:12]3[CH:17]=[CH:16][CH:15]=[CH:14][CH:13]=3)[NH:10][C:9](=[S:18])[NH:8]2)[CH:6]=[CH:5][CH:4]=[CH:3][CH:2]=1.[Cl:19][CH2:20][C:21]1[C:30]2[C:25](=[CH:26][CH:27]=[CH:28][CH:29]=2)[CH:24]=[CH:23][C:22]=1[CH3:31], predict the reaction product. The product is: [ClH:19].[CH3:31][C:22]1[CH:23]=[CH:24][C:25]2[C:30](=[CH:29][CH:28]=[CH:27][CH:26]=2)[C:21]=1[CH2:20][S:18][C:9]1[NH:8][C@H:7]([C:1]2[CH:2]=[CH:3][CH:4]=[CH:5][CH:6]=2)[C@H:11]([C:12]2[CH:13]=[CH:14][CH:15]=[CH:16][CH:17]=2)[N:10]=1. (2) Given the reactants [N:1]([CH2:4][C:5]1[CH:6]=[C:7]([C:22]2[S:26][C:25]([C@@:27]3([OH:39])[CH2:32][CH2:31][C@H:30]([C:33]([O:35][CH3:36])=[O:34])[C:29]([CH3:38])([CH3:37])[CH2:28]3)=[N:24][CH:23]=2)[CH:8]=[C:9]([NH:11][C:12]2[N:17]=[C:16]([C:18]([F:21])([F:20])[F:19])[CH:15]=[CH:14][N:13]=2)[CH:10]=1)=[N+]=[N-].C1(P(C2C=CC=CC=2)C2C=CC=CC=2)C=CC=CC=1, predict the reaction product. The product is: [NH2:1][CH2:4][C:5]1[CH:6]=[C:7]([C:22]2[S:26][C:25]([C@@:27]3([OH:39])[CH2:32][CH2:31][C@H:30]([C:33]([O:35][CH3:36])=[O:34])[C:29]([CH3:37])([CH3:38])[CH2:28]3)=[N:24][CH:23]=2)[CH:8]=[C:9]([NH:11][C:12]2[N:17]=[C:16]([C:18]([F:20])([F:21])[F:19])[CH:15]=[CH:14][N:13]=2)[CH:10]=1. (3) Given the reactants C([O:3][C:4](=[O:34])[CH2:5][CH2:6][C:7]1[CH:12]=[CH:11][C:10]([O:13][C:14]2[CH:19]=[C:18]([CH3:20])[CH:17]=[C:16]([O:21][C:22]3[CH:27]=[CH:26][C:25]([C:28]([F:31])([F:30])[F:29])=[CH:24][C:23]=3Br)[CH:15]=2)=[CH:9][C:8]=1[CH3:33])C.[F:35][C:36]1[CH:41]=[CH:40][CH:39]=[CH:38][C:37]=1B(O)O, predict the reaction product. The product is: [F:35][C:36]1[CH:41]=[CH:40][CH:39]=[CH:38][C:37]=1[C:23]1[CH:24]=[C:25]([C:28]([F:29])([F:31])[F:30])[CH:26]=[CH:27][C:22]=1[O:21][C:16]1[CH:15]=[C:14]([CH:19]=[C:18]([CH3:20])[CH:17]=1)[O:13][C:10]1[CH:11]=[CH:12][C:7]([CH2:6][CH2:5][C:4]([OH:3])=[O:34])=[C:8]([CH3:33])[CH:9]=1.